This data is from Forward reaction prediction with 1.9M reactions from USPTO patents (1976-2016). The task is: Predict the product of the given reaction. (1) Given the reactants [Cl:1][C:2]1[CH:8]=[CH:7][C:6]([N+:9]([O-:11])=[O:10])=[CH:5][C:3]=1[NH2:4].[C:12](Cl)(=[O:19])[C:13]1[CH:18]=[CH:17][CH:16]=[CH:15][CH:14]=1, predict the reaction product. The product is: [Cl:1][C:2]1[CH:8]=[CH:7][C:6]([N+:9]([O-:11])=[O:10])=[CH:5][C:3]=1[NH:4][C:12](=[O:19])[C:13]1[CH:18]=[CH:17][CH:16]=[CH:15][CH:14]=1. (2) Given the reactants [Cl:1][C:2]1[CH:7]=[CH:6][C:5]([C:8]2[C:13]([CH:14]=[O:15])=[CH:12][N:11]=[CH:10][CH:9]=2)=[C:4]([F:16])[CH:3]=1.[CH:17]1([Mg]Br)[CH2:19][CH2:18]1, predict the reaction product. The product is: [Cl:1][C:2]1[CH:7]=[CH:6][C:5]([C:8]2[CH:9]=[CH:10][N:11]=[CH:12][C:13]=2[CH:14]([CH:17]2[CH2:19][CH2:18]2)[OH:15])=[C:4]([F:16])[CH:3]=1. (3) The product is: [Cl:1][C:2]1[CH:3]=[C:4]([N:8]2[C:16]3[C:11](=[CH:12][CH:13]=[CH:14][C:15]=3[C:17]([OH:19])=[O:18])[CH:10]=[CH:9]2)[CH:5]=[CH:6][CH:7]=1. Given the reactants [Cl:1][C:2]1[CH:3]=[C:4]([N:8]2[C:16]3[C:11](=[CH:12][CH:13]=[CH:14][C:15]=3[C:17]([O:19]C)=[O:18])[CH:10]=[CH:9]2)[CH:5]=[CH:6][CH:7]=1.[Li+].[OH-].Cl, predict the reaction product. (4) Given the reactants CC(NC(C1C=CC2C(=CC=CC=2)C=1OCC1C=NC(OCC(F)(F)F)=CC=1)=O)(C)C(O)=O.C[O:35][C:36](=[O:68])[C:37]([CH3:67])([NH:40][C:41]([C:43]1[CH:52]=[CH:51][C:50]2[C:45](=[CH:46][CH:47]=[CH:48][CH:49]=2)[C:44]=1[O:53][CH2:54][C:55]1[CH:56]=[N:57][C:58]([O:61][CH2:62][C:63]([F:66])([F:65])[F:64])=[CH:59][CH:60]=1)=[O:42])[CH2:38][CH3:39], predict the reaction product. The product is: [CH3:67][C:37]([NH:40][C:41]([C:43]1[CH:52]=[CH:51][C:50]2[C:45](=[CH:46][CH:47]=[CH:48][CH:49]=2)[C:44]=1[O:53][CH2:54][C:55]1[CH:56]=[N:57][C:58]([O:61][CH2:62][C:63]([F:66])([F:65])[F:64])=[CH:59][CH:60]=1)=[O:42])([CH2:38][CH3:39])[C:36]([OH:68])=[O:35]. (5) Given the reactants F[C:2]1[CH:7]=[C:6]([CH3:8])[CH:5]=[CH:4][N:3]=1.[CH3:9][CH:10]([CH3:13])[C:11]#[N:12], predict the reaction product. The product is: [CH3:9][C:10]([C:2]1[CH:7]=[C:6]([CH3:8])[CH:5]=[CH:4][N:3]=1)([CH3:13])[C:11]#[N:12].